From a dataset of TCR-epitope binding with 47,182 pairs between 192 epitopes and 23,139 TCRs. Binary Classification. Given a T-cell receptor sequence (or CDR3 region) and an epitope sequence, predict whether binding occurs between them. (1) The epitope is SGPLKAEIAQRLED. The TCR CDR3 sequence is CASSAEIDGWGLVNEQFF. Result: 1 (the TCR binds to the epitope). (2) The epitope is LLQTGIHVRVSQPSL. The TCR CDR3 sequence is CASSEGRNEQFF. Result: 1 (the TCR binds to the epitope). (3) The epitope is VTIAEILLI. The TCR CDR3 sequence is CASSAAGGSYEQYF. Result: 1 (the TCR binds to the epitope). (4) The epitope is KMQRMLLEK. The TCR CDR3 sequence is CASSQSIDVYGYTF. Result: 0 (the TCR does not bind to the epitope). (5) The epitope is TPINLVRDL. The TCR CDR3 sequence is CASSLAGTGGSNEKLFF. Result: 0 (the TCR does not bind to the epitope). (6) The epitope is PKYVKQNTLKLAT. The TCR CDR3 sequence is CASSYGGTGGLTEQYF. Result: 1 (the TCR binds to the epitope). (7) The epitope is FLPRVFSAV. The TCR CDR3 sequence is CASSHPGLSYNEQFF. Result: 1 (the TCR binds to the epitope).